From a dataset of Catalyst prediction with 721,799 reactions and 888 catalyst types from USPTO. Predict which catalyst facilitates the given reaction. (1) Reactant: [CH3:1][C:2]1[N:3]=[C:4]2[C:9]([NH:10][CH2:11][C:12]3[C:17]([CH3:18])=[CH:16][CH:15]=[CH:14][C:13]=3[CH2:19][CH3:20])=[CH:8][C:7]([C:21](OCC)=[O:22])=[CH:6][N:5]2[C:26]=1[CH3:27].[CH2:28]([NH2:31])[CH2:29][CH3:30].[C-]#N.[Na+]. Product: [CH3:1][C:2]1[N:3]=[C:4]2[C:9]([NH:10][CH2:11][C:12]3[C:17]([CH3:18])=[CH:16][CH:15]=[CH:14][C:13]=3[CH2:19][CH3:20])=[CH:8][C:7]([C:21]([NH:31][CH2:28][CH2:29][CH3:30])=[O:22])=[CH:6][N:5]2[C:26]=1[CH3:27]. The catalyst class is: 5. (2) Reactant: C(O)C.[F:4][C:5]([F:20])([F:19])[C:6]1[N:11]=[CH:10][N:9]=[C:8]([C:12]2[NH:13][O:14][C:15](=[O:17])[N:16]=2)[C:7]=1[Br:18].[CH:21]([CH:23]=[CH2:24])=[O:22]. Product: [F:20][C:5]([F:4])([F:19])[C:6]1[N:11]=[CH:10][N:9]=[C:8]([C:12]2[N:16]([CH2:24][CH2:23][CH:21]=[O:22])[C:15](=[O:17])[O:14][N:13]=2)[C:7]=1[Br:18]. The catalyst class is: 66.